Predict the reactants needed to synthesize the given product. From a dataset of Full USPTO retrosynthesis dataset with 1.9M reactions from patents (1976-2016). (1) Given the product [NH:7]([C:8]1[C:16]2[CH:15]=[CH:14][C:13](=[O:17])[N:12]([C:18]3[CH:19]=[CH:20][CH:21]=[CH:22][CH:23]=3)[C:11]=2[S:10][C:9]=1[C:24]([NH:29][C:30]([CH3:34])([CH3:33])[CH2:31][OH:32])=[O:25])[C:1]1[CH:2]=[CH:3][CH:4]=[CH:5][CH:6]=1, predict the reactants needed to synthesize it. The reactants are: [C:1]1([NH:7][C:8]2[C:16]3[CH:15]=[CH:14][C:13](=[O:17])[N:12]([C:18]4[CH:23]=[CH:22][CH:21]=[CH:20][CH:19]=4)[C:11]=3[S:10][C:9]=2[C:24](OCC)=[O:25])[CH:6]=[CH:5][CH:4]=[CH:3][CH:2]=1.[NH2:29][C:30]([CH3:34])([CH3:33])[CH2:31][OH:32]. (2) Given the product [ClH:38].[CH3:1][O:2][C:3]1[CH:8]=[CH:7][C:6]([CH3:9])=[CH:5][C:4]=1[NH:10][S:11]([C:14]1[CH:15]=[C:16]([CH2:23][N:25]2[CH2:30][CH2:29][NH:28][CH:27]([CH3:31])[CH2:26]2)[C:17]2[O:21][CH:20]=[CH:19][C:18]=2[CH:22]=1)(=[O:12])=[O:13], predict the reactants needed to synthesize it. The reactants are: [CH3:1][O:2][C:3]1[CH:8]=[CH:7][C:6]([CH3:9])=[CH:5][C:4]=1[NH:10][S:11]([C:14]1[CH:15]=[C:16]([C:23]([N:25]2[CH2:30][CH2:29][NH:28][CH:27]([CH3:31])[CH2:26]2)=O)[C:17]2[O:21][CH:20]=[CH:19][C:18]=2[CH:22]=1)(=[O:13])=[O:12].[H-].[H-].[H-].[H-].[Li+].[Al+3].[ClH:38].